From a dataset of Forward reaction prediction with 1.9M reactions from USPTO patents (1976-2016). Predict the product of the given reaction. (1) Given the reactants [F:1][C:2]([F:23])([C:17]1[CH:22]=[CH:21][CH:20]=[CH:19][N:18]=1)[CH2:3][NH:4][N:5]1[CH2:10][CH2:9][C:8]([CH3:11])=[C:7]([CH2:12][C:13]([OH:15])=O)[C:6]1=[O:16].[NH2:24][C:25]1[N:30]=[C:29]([CH2:31][OH:32])[C:28]([CH2:33][NH2:34])=[C:27]([CH3:35])[CH:26]=1.C(N(CC)CC)C.C(Cl)CCl, predict the reaction product. The product is: [NH2:24][C:25]1[N:30]=[C:29]([CH2:31][OH:32])[C:28]([CH2:33][NH:34][C:13](=[O:15])[CH2:12][C:7]2[C:6](=[O:16])[N:5]([NH:4][CH2:3][C:2]([F:1])([F:23])[C:17]3[CH:22]=[CH:21][CH:20]=[CH:19][N:18]=3)[CH2:10][CH2:9][C:8]=2[CH3:11])=[C:27]([CH3:35])[CH:26]=1. (2) Given the reactants [NH2:1][CH2:2][C:3]1[CH:4]=[C:5]([CH:19]=[C:20]([Cl:22])[CH:21]=1)[CH2:6][O:7][C:8]1[CH:13]=[CH:12][CH:11]=[CH:10][C:9]=1[CH2:14][C:15]([O:17][CH3:18])=[O:16].C(O[CH:26](O)[C:27]([F:30])([F:29])[F:28])C.[BH4-].[Na+], predict the reaction product. The product is: [Cl:22][C:20]1[CH:19]=[C:5]([CH:4]=[C:3]([CH2:2][NH:1][CH2:26][C:27]([F:30])([F:29])[F:28])[CH:21]=1)[CH2:6][O:7][C:8]1[CH:13]=[CH:12][CH:11]=[CH:10][C:9]=1[CH2:14][C:15]([O:17][CH3:18])=[O:16].